From a dataset of Full USPTO retrosynthesis dataset with 1.9M reactions from patents (1976-2016). Predict the reactants needed to synthesize the given product. The reactants are: C[Si]([N-][Si](C)(C)C)(C)C.[K+].[Cl:11][C:12]1[CH:13]=[CH:14][C:15]([CH3:45])=[C:16]([N:18]2[C:25](=[O:26])[C:24]3[CH:23]=[C:22]([C:27]4[CH:32]=[CH:31][CH:30]=[CH:29][C:28]=4[O:33][CH3:34])[N:21]([CH:35]([CH3:37])[CH3:36])[C:20]=3[CH:19]2[C:38]2[CH:43]=[CH:42][C:41]([Cl:44])=[CH:40][CH:39]=2)[CH:17]=1.[CH3:46]I. Given the product [Cl:11][C:12]1[CH:13]=[CH:14][C:15]([CH3:45])=[C:16]([N:18]2[C:25](=[O:26])[C:24]3[CH:23]=[C:22]([C:27]4[CH:32]=[CH:31][CH:30]=[CH:29][C:28]=4[O:33][CH3:34])[N:21]([CH:35]([CH3:37])[CH3:36])[C:20]=3[C:19]2([C:38]2[CH:39]=[CH:40][C:41]([Cl:44])=[CH:42][CH:43]=2)[CH3:46])[CH:17]=1, predict the reactants needed to synthesize it.